From a dataset of Reaction yield outcomes from USPTO patents with 853,638 reactions. Predict the reaction yield, written as a fraction of the theoretical maximum amount of product (1.0 means a 100% yield; for example, 0.34 means a 34% yield). (1) The reactants are [CH2:1]([O:3][C:4]1[CH:5]=[C:6]([CH:12]([N:17]2[C:21](=[O:22])[C:20]3=[CH:23][CH:24]=[CH:25][CH:26]=[C:19]3[C:18]2=[O:27])[CH2:13][C:14](O)=[O:15])[CH:7]=[CH:8][C:9]=1[O:10][CH3:11])[CH3:2].Cl.[CH2:29]([O:36][NH2:37])[C:30]1[CH:35]=[CH:34][CH:33]=[CH:32][CH:31]=1. The catalyst is O1CCCC1. The product is [CH2:29]([O:36][NH:37][C:14](=[O:15])[CH2:13][CH:12]([C:6]1[CH:7]=[CH:8][C:9]([O:10][CH3:11])=[C:4]([O:3][CH2:1][CH3:2])[CH:5]=1)[N:17]1[C:18](=[O:27])[C:19]2=[CH:26][CH:25]=[CH:24][CH:23]=[C:20]2[C:21]1=[O:22])[C:30]1[CH:35]=[CH:34][CH:33]=[CH:32][CH:31]=1. The yield is 0.940. (2) The reactants are [Br:1][C:2]1[CH:3]=[C:4]([S:9](Cl)(=[O:11])=[O:10])[CH:5]=[N:6][C:7]=1[Cl:8].[C:13]([O-])(O)=O.[Na+].S([O-])([O-])=O.[Na+].[Na+].IC. The catalyst is C1COCC1.O. The product is [Br:1][C:2]1[C:7]([Cl:8])=[N:6][CH:5]=[C:4]([S:9]([CH3:13])(=[O:11])=[O:10])[CH:3]=1. The yield is 0.680. (3) The reactants are Br[C:2]1[CH:3]=[C:4]2[C:9](=[CH:10][CH:11]=1)[N:8]=[C:7]([C:12]([O:14][CH2:15][CH3:16])=[O:13])[CH:6]=[C:5]2[CH3:17].[Cl:18][C:19]1[CH:24]=[CH:23][CH:22]=[C:21]([Cl:25])[C:20]=1[C:26]1[C:30]([CH2:31][O:32][C:33]2[CH:38]=[CH:37][C:36](B3OC(C)(C)C(C)(C)O3)=[CH:35][CH:34]=2)=[C:29]([CH:48]([CH3:50])[CH3:49])[O:28][N:27]=1.C1(P(C2C=CC=CC=2)C2C=CC=CC=2)C=CC=CC=1.P([O-])([O-])([O-])=O.[K+].[K+].[K+]. The yield is 0.520. The product is [Cl:25][C:21]1[CH:22]=[CH:23][CH:24]=[C:19]([Cl:18])[C:20]=1[C:26]1[C:30]([CH2:31][O:32][C:33]2[CH:34]=[CH:35][C:36]([C:2]3[CH:3]=[C:4]4[C:9](=[CH:10][CH:11]=3)[N:8]=[C:7]([C:12]([O:14][CH2:15][CH3:16])=[O:13])[CH:6]=[C:5]4[CH3:17])=[CH:37][CH:38]=2)=[C:29]([CH:48]([CH3:50])[CH3:49])[O:28][N:27]=1. The catalyst is C([O-])(=O)C.[Pd+2].C([O-])(=O)C.C(OCC)(=O)C.O.O1CCOCC1. (4) The reactants are Br[C:2]1[CH:3]=[C:4]([CH:7]=[CH:8][CH:9]=1)[C:5]#[N:6].[C:10]1(B(O)O)[CH:15]=[CH:14][CH:13]=[CH:12][CH:11]=1.CCN(CC)CC. The catalyst is O.[Cl-].[Na+].O. The product is [C:10]1([C:2]2[CH:3]=[C:4]([CH:7]=[CH:8][CH:9]=2)[C:5]#[N:6])[CH:15]=[CH:14][CH:13]=[CH:12][CH:11]=1. The yield is 0.930. (5) The reactants are [O:1]=[C:2]1[CH:7]=[CH:6][CH:5]=[CH:4][N:3]1[CH:8]([CH3:16])[C:9]([O:11]C(C)(C)C)=[O:10].Cl. The catalyst is O1CCOCC1. The product is [O:1]=[C:2]1[CH:7]=[CH:6][CH:5]=[CH:4][N:3]1[CH:8]([CH3:16])[C:9]([OH:11])=[O:10]. The yield is 1.00.